From a dataset of Experimentally validated miRNA-target interactions with 360,000+ pairs, plus equal number of negative samples. Binary Classification. Given a miRNA mature sequence and a target amino acid sequence, predict their likelihood of interaction. (1) The miRNA is hsa-miR-4520-2-3p with sequence UUUGGACAGAAAACACGCAGGU. The protein sequence of the target gene is MEPQEERETQVAAWLKKIFGDHPIPQYEVNPRTTEILHHLSERNRVRDRDVYLVIEDLKQKASEYESEAKYLQDLLMESVNFSPANLSSTGSRYLNALVDSAVALETKDTSLASFIPAVNDLTSDLFRTKSKSEEIKIELEKLEKNLTATLVLEKCLQEDVKKAELHLSTERAKVDNRRQNMDFLKAKSEEFRFGIKAAEEQLSARGMDASLSHQSLVALSEKLARLKQQTIPLKKKLESYLDLMPNPSLAQVKIEEAKRELDSIEAELTRRVDMMEL. Result: 0 (no interaction). (2) The miRNA is hsa-miR-3065-3p with sequence UCAGCACCAGGAUAUUGUUGGAG. The protein sequence of the target gene is MEKSNETNGYLDSAQAGPAAGPGAPGTAAGRARRCAGFLRRQALVLLTVSGVLAGAGLGAALRGLSLSRTQVTYLAFPGEMLLRMLRMIILPLVVCSLVSGAASLDASCLGRLGGIAVAYFGLTTLSASALAVALAFIIKPGSGAQTLQSSDLGLEDSGPPPVPKETVDSFLDLARNLFPSNLVVAAFRTYATDYKVVTQNSSSGNVTHEKIPIGTEIEGMNILGLVLFALVLGVALKKLGSEGEDLIRFFNSLNEATMVLVSWIMWYVPVGIMFLVGSKIVEMKDIIVLVTSLGKYIFA.... Result: 0 (no interaction). (3) The miRNA is hsa-miR-6875-5p with sequence UGAGGGACCCAGGACAGGAGA. The protein sequence of the target gene is MRGPGHPLLLGLLLVLGAAGRGRGGAEPREPADGQALLRLVVELVQELRKHHSAEHKGLQLLGRDCALGRAEAAGLGPSPEQRVEIVPRDLRMKDKFLKHLTGPLYFSPKCSKHFHRLYHNTRDCTIPAYYKRCARLLTRLAVSPVCMEDKQ. Result: 0 (no interaction).